The task is: Predict the reaction yield, written as a fraction of the theoretical maximum amount of product (1.0 means a 100% yield; for example, 0.34 means a 34% yield).. This data is from Reaction yield outcomes from USPTO patents with 853,638 reactions. (1) The reactants are [Cl-].O[NH3+:3].[C:4](=[O:7])([O-])[OH:5].[Na+].CS(C)=O.[CH2:13]([C:17]1[N:18]=[C:19]([CH3:48])[N:20]([CH2:39][CH:40]([CH:42]2[CH2:47][CH2:46][CH2:45][CH2:44][CH2:43]2)[OH:41])[C:21](=[O:38])[C:22]=1[CH2:23][C:24]1[CH:29]=[CH:28][C:27]([C:30]2[C:31]([C:36]#[N:37])=[CH:32][CH:33]=[CH:34][CH:35]=2)=[CH:26][CH:25]=1)[CH2:14][CH2:15][CH3:16]. The catalyst is C(OCC)(=O)C. The product is [CH2:13]([C:17]1[N:18]=[C:19]([CH3:48])[N:20]([CH2:39][CH:40]([CH:42]2[CH2:47][CH2:46][CH2:45][CH2:44][CH2:43]2)[OH:41])[C:21](=[O:38])[C:22]=1[CH2:23][C:24]1[CH:29]=[CH:28][C:27]([C:30]2[CH:35]=[CH:34][CH:33]=[CH:32][C:31]=2[C:36]2[NH:3][C:4](=[O:7])[O:5][N:37]=2)=[CH:26][CH:25]=1)[CH2:14][CH2:15][CH3:16]. The yield is 0.260. (2) The reactants are [C:1]([O:4][CH2:5][C:6]1[CH:11]=[C:10](OS(C(F)(F)F)(=O)=O)[C:9]([O:20][CH2:21][CH2:22][NH:23][C:24]([O:26][C:27]([CH3:30])([CH3:29])[CH3:28])=[O:25])=[CH:8][N:7]=1)(=[O:3])[CH3:2].C(=O)([O-])[O-].[Cs+].[Cs+]. The catalyst is C1(C)C=CC=CC=1.C([O-])(=O)C.[Pd+2].C([O-])(=O)C.C1(P(C2C=CC=CC=2)C2C=CC3C(=CC=CC=3)C=2C2C3C(=CC=CC=3)C=CC=2P(C2C=CC=CC=2)C2C=CC=CC=2)C=CC=CC=1. The product is [C:1]([O:4][CH2:5][C:6]1[N:7]=[CH:8][C:9]2[O:20][CH2:21][CH2:22][N:23]([C:24]([O:26][C:27]([CH3:30])([CH3:29])[CH3:28])=[O:25])[C:10]=2[CH:11]=1)(=[O:3])[CH3:2]. The yield is 0.790. (3) The reactants are [C:1]([N:4]1[C:13]2[C:8](=[CH:9][CH:10]=[CH:11][CH:12]=2)[C@@H:7]([OH:14])[CH2:6][C@@H:5]1[CH3:15])(=[O:3])[CH3:2].[F:16][C:17]1[CH:23]=[CH:22][CH:21]=[CH:20][C:18]=1N. No catalyst specified. The product is [C:1]([N:4]1[C:13]2[C:8](=[CH:9][CH:10]=[CH:11][CH:12]=2)[C@H:7]([O:14][C:18]2[CH:20]=[CH:21][CH:22]=[CH:23][C:17]=2[F:16])[CH2:6][C@@H:5]1[CH3:15])(=[O:3])[CH3:2]. The yield is 0.530.